This data is from Reaction yield outcomes from USPTO patents with 853,638 reactions. The task is: Predict the reaction yield, written as a fraction of the theoretical maximum amount of product (1.0 means a 100% yield; for example, 0.34 means a 34% yield). The reactants are [Br:1][C:2]1[CH:3]=[C:4]([C:8]2[NH:12][N:11]=[C:10]([C:13]([OH:15])=O)[C:9]=2[CH3:16])[CH:5]=[CH:6][CH:7]=1.[CH2:17]([N:19]([CH2:25][CH3:26])[CH:20]1[CH2:24][CH2:23][NH:22][CH2:21]1)[CH3:18]. No catalyst specified. The product is [Br:1][C:2]1[CH:3]=[C:4]([C:8]2[NH:12][N:11]=[C:10]([C:13]([N:22]3[CH2:23][CH2:24][CH:20]([N:19]([CH2:25][CH3:26])[CH2:17][CH3:18])[CH2:21]3)=[O:15])[C:9]=2[CH3:16])[CH:5]=[CH:6][CH:7]=1. The yield is 0.910.